Predict the product of the given reaction. From a dataset of Forward reaction prediction with 1.9M reactions from USPTO patents (1976-2016). (1) Given the reactants [CH2:1]([O:8][C:9]([NH:11][C:12]([CH3:17])([CH3:16])[C:13]([OH:15])=O)=[O:10])[C:2]1[CH:7]=[CH:6][CH:5]=[CH:4][CH:3]=1.[CH:18]([N:21]1[CH2:26][CH2:25][NH:24][CH2:23][CH2:22]1)([CH3:20])[CH3:19].ON1C2C=CC=CC=2N=N1.C(N(CC)CC)C, predict the reaction product. The product is: [CH2:1]([O:8][C:9]([NH:11][C:12]([CH3:17])([CH3:16])[C:13]([N:24]1[CH2:25][CH2:26][N:21]([CH:18]([CH3:20])[CH3:19])[CH2:22][CH2:23]1)=[O:15])=[O:10])[C:2]1[CH:3]=[CH:4][CH:5]=[CH:6][CH:7]=1. (2) Given the reactants [OH:1][CH2:2][CH2:3][NH:4][C:5](=[O:8])[O:6][CH3:7].C(N(CC)CC)C.[S:16](Cl)(Cl)=[O:17].CO, predict the reaction product. The product is: [O:1]1[CH2:2][CH2:3][N:4]([C:5]([O:6][CH3:7])=[O:8])[S:16]1=[O:17].